This data is from Forward reaction prediction with 1.9M reactions from USPTO patents (1976-2016). The task is: Predict the product of the given reaction. (1) Given the reactants C(N)CN.[Na].[H][H].[CH3:8][C:9]1[CH2:14][CH2:13][CH:12]([C:15]([CH3:17])=[CH2:16])[CH2:11][CH:10]=1, predict the reaction product. The product is: [C:12]1([CH:15]([CH3:17])[CH3:16])[CH:13]=[CH:14][C:9]([CH3:8])=[CH:10][CH:11]=1. (2) Given the reactants [OH:1][NH:2][C:3]([C:5]1[C:10]([CH3:11])=[CH:9][CH:8]=[CH:7][N:6]=1)=[NH:4].[CH3:12][O:13][C:14]1[CH:15]=[CH:16][CH:17]=[C:18]([OH:23])[C:19]=1[C:20](O)=O, predict the reaction product. The product is: [CH3:12][O:13][C:14]1[C:19]([C:20]2[O:1][N:2]=[C:3]([C:5]3[C:10]([CH3:11])=[CH:9][CH:8]=[CH:7][N:6]=3)[N:4]=2)=[C:18]([OH:23])[CH:17]=[CH:16][CH:15]=1. (3) Given the reactants [CH2:1]([O:11][CH2:12][CH:13]=[O:14])[CH2:2][CH:3]([CH2:5][CH2:6][CH:7]=[C:8]([CH3:10])[CH3:9])C.CC1C2C=[C:22]3[O:25][CH2:26]C(=O)CO[C:21]3=CC=2CC1, predict the reaction product. The product is: [CH3:10][C:8]1([CH3:9])[C:3]2[CH:2]=[C:1]3[O:11][CH2:12][C:13](=[O:14])[CH2:26][O:25][C:22]3=[CH:21][C:5]=2[CH2:6][CH2:7]1.